This data is from Catalyst prediction with 721,799 reactions and 888 catalyst types from USPTO. The task is: Predict which catalyst facilitates the given reaction. (1) Reactant: [F:1][C:2]([F:15])([F:14])[S:3]([O:6]S(C(F)(F)F)(=O)=O)(=[O:5])=[O:4].[C:16]([O:27][CH2:28][CH3:29])(=[O:26])[C:17]1[CH:25]=[CH:24][C:22](O)=[C:19]([O:20][CH3:21])[CH:18]=1.N1C=CC=CC=1.Cl. Product: [CH3:21][O:20][C:19]1[CH:18]=[C:17]([CH:25]=[CH:24][C:22]=1[O:6][S:3]([C:2]([F:15])([F:14])[F:1])(=[O:5])=[O:4])[C:16]([O:27][CH2:28][CH3:29])=[O:26]. The catalyst class is: 124. (2) Reactant: I[CH2:2][C@H:3]1[O:7][C@@H:6]([N:8]2[CH:12]=[N:11][C:10]([C:13]([NH2:15])=[O:14])=[N:9]2)[C@H:5]([OH:16])[C@@H:4]1[OH:17].[S:18]([O-:21])([O-:20])=[O:19].[Na+].[Na+]. Product: [S:18]([CH2:2][C@H:3]1[O:7][C@@H:6]([N:8]2[CH:12]=[N:11][C:10]([C:13]([NH2:15])=[O:14])=[N:9]2)[C@H:5]([OH:16])[C@@H:4]1[OH:17])([OH:21])(=[O:20])=[O:19]. The catalyst class is: 24. (3) Reactant: [Cl:1][C:2]1[CH:7]=[C:6]([C:8]#[N:9])[C:5]([CH3:10])=[CH:4][C:3]=1[CH:11]=[CH:12][C:13]([O:15][C:16]([CH3:19])([CH3:18])[CH3:17])=[O:14]. Product: [Cl:1][C:2]1[CH:7]=[C:6]([C:8]#[N:9])[C:5]([CH3:10])=[CH:4][C:3]=1[CH2:11][CH2:12][C:13]([O:15][C:16]([CH3:19])([CH3:18])[CH3:17])=[O:14]. The catalyst class is: 19. (4) Reactant: C(O)(C(F)(F)F)=O.[Cl:8][C:9]1[CH:10]=[C:11]2[C:17]3[CH2:18][CH2:19][N:20]4[CH:25]([C:16]=3[NH:15][C:12]2=[CH:13][CH:14]=1)[CH:24]([C:26]([O:28][CH2:29][CH3:30])=[O:27])[CH2:23][CH2:22][CH2:21]4.[BH3-]C#N.[Na+].O. Product: [Cl:8][C:9]1[CH:10]=[C:11]2[CH:17]3[CH2:18][CH2:19][N:20]4[CH:25]([CH:16]3[NH:15][C:12]2=[CH:13][CH:14]=1)[CH:24]([C:26]([O:28][CH2:29][CH3:30])=[O:27])[CH2:23][CH2:22][CH2:21]4. The catalyst class is: 2.